Dataset: Full USPTO retrosynthesis dataset with 1.9M reactions from patents (1976-2016). Task: Predict the reactants needed to synthesize the given product. (1) Given the product [CH3:27][O:26][C:25]1[CH:24]=[C:23]2[C:18](=[CH:17][C:16]=1[O:15][CH3:14])[CH:19]=[C:20]([C:5](=[O:12])[CH2:6][CH2:7][CH2:8][CH2:9][CH2:10][CH3:11])[CH:21]=[CH:22]2, predict the reactants needed to synthesize it. The reactants are: [Cl-].[Al+3].[Cl-].[Cl-].[C:5](Cl)(=[O:12])[CH2:6][CH2:7][CH2:8][CH2:9][CH2:10][CH3:11].[CH3:14][O:15][C:16]1[C:25]([O:26][CH3:27])=[CH:24][C:23]2[C:18](=[CH:19][CH:20]=[CH:21][CH:22]=2)[CH:17]=1. (2) Given the product [CH:16]1[C:25]2[C:20](=[CH:21][CH:22]=[CH:23][CH:24]=2)[CH:19]=[CH:18][C:17]=1[S:26]([CH:29]([CH2:9][CH2:8][C:7]([O:11][C:12]([CH3:15])([CH3:14])[CH3:13])=[O:10])[C:30]([O:32][CH3:33])=[O:31])(=[O:28])=[O:27], predict the reactants needed to synthesize it. The reactants are: C(=O)([O-])[O-].[K+].[K+].[C:7]([O:11][C:12]([CH3:15])([CH3:14])[CH3:13])(=[O:10])[CH:8]=[CH2:9].[CH:16]1[C:25]2[C:20](=[CH:21][CH:22]=[CH:23][CH:24]=2)[CH:19]=[CH:18][C:17]=1[S:26]([CH2:29][C:30]([O:32][CH3:33])=[O:31])(=[O:28])=[O:27]. (3) Given the product [F:20][CH:2]([F:1])[O:3][C:4]1[CH:5]=[CH:6][C:7]([CH:10]2[CH2:15][N:14]([C:37]([N:30]3[CH2:35][CH2:34][S:33](=[O:36])[CH2:32][CH2:31]3)=[O:38])[CH2:13][CH:12]([C:16]([O:18][CH3:19])=[O:17])[CH2:11]2)=[CH:8][CH:9]=1, predict the reactants needed to synthesize it. The reactants are: [F:1][CH:2]([F:20])[O:3][C:4]1[CH:9]=[CH:8][C:7]([CH:10]2[CH2:15][NH:14][CH2:13][CH:12]([C:16]([O:18][CH3:19])=[O:17])[CH2:11]2)=[CH:6][CH:5]=1.C(N(CC)C(C)C)(C)C.[N:30]1([C:37](OC2C=CC([N+]([O-])=O)=CC=2)=[O:38])[CH2:35][CH2:34][S:33](=[O:36])[CH2:32][CH2:31]1.O. (4) Given the product [CH3:1][C:2]1([CH3:26])[CH2:7][N:6]([S:8]([C:11]2[CH:16]=[CH:15][CH:14]=[CH:13][C:12]=2[N+:17]([O-:19])=[O:18])(=[O:9])=[O:10])[CH2:5][C:4]2[CH:20]=[C:21]([C:23]([NH:43][O:42][CH:37]3[CH2:38][CH2:39][CH2:40][CH2:41][O:36]3)=[O:25])[S:22][C:3]1=2, predict the reactants needed to synthesize it. The reactants are: [CH3:1][C:2]1([CH3:26])[CH2:7][N:6]([S:8]([C:11]2[CH:16]=[CH:15][CH:14]=[CH:13][C:12]=2[N+:17]([O-:19])=[O:18])(=[O:10])=[O:9])[CH2:5][C:4]2[CH:20]=[C:21]([C:23]([OH:25])=O)[S:22][C:3]1=2.CCN(C(C)C)C(C)C.[O:36]1[CH2:41][CH2:40][CH2:39][CH2:38][CH:37]1[O:42][NH2:43].CN(C(ON1N=NC2C=CC=NC1=2)=[N+](C)C)C.F[P-](F)(F)(F)(F)F. (5) The reactants are: Cl.COC[O:5][C:6]1[CH:7]=[C:8]([CH:12]([OH:16])[CH2:13][NH:14][CH3:15])[CH:9]=[CH:10][CH:11]=1. Given the product [OH:16][CH:12]([C:8]1[CH:7]=[C:6]([OH:5])[CH:11]=[CH:10][CH:9]=1)[CH2:13][NH:14][CH3:15], predict the reactants needed to synthesize it. (6) Given the product [C:1]([O:5][C:6]([N:8]1[CH2:13][CH2:12][N:11]([CH2:23][C:22]2[CH:25]=[CH:26][CH:27]=[C:20]([O:19][C:18]3[CH:28]=[CH:29][C:15]([Cl:14])=[CH:16][CH:17]=3)[CH:21]=2)[CH2:10][CH2:9]1)=[O:7])([CH3:4])([CH3:2])[CH3:3], predict the reactants needed to synthesize it. The reactants are: [C:1]([O:5][C:6]([N:8]1[CH2:13][CH2:12][NH:11][CH2:10][CH2:9]1)=[O:7])([CH3:4])([CH3:3])[CH3:2].[Cl:14][C:15]1[CH:29]=[CH:28][C:18]([O:19][C:20]2[CH:21]=[C:22]([CH:25]=[CH:26][CH:27]=2)[CH:23]=O)=[CH:17][CH:16]=1.[BH-](OC(C)=O)(OC(C)=O)OC(C)=O.[Na+].[OH-].[K+].